Dataset: Forward reaction prediction with 1.9M reactions from USPTO patents (1976-2016). Task: Predict the product of the given reaction. (1) Given the reactants [Au:1].C1C2C(N(C(OC)=O)[CH2:16][CH2:17][O:18][CH2:19][CH2:20][O:21][CH2:22][CH2:23][O:24][CH2:25][CH2:26][O:27][CH2:28][CH2:29][O:30][CH2:31][C:32]([OH:34])=O)C3C(=CC=CC=3)C=2C=CC=1.F[P-](F)(F)(F)(F)F.N1([O:55][P+](N2CCCC2)(N2CCCC2)N2CCCC2)C2C=CC=CC=2N=N1.C(N(CC)C(C)C)(C)C.C(O)(=O)C, predict the reaction product. The product is: [Au:1].[CH2:32]([OH:34])[CH2:31][O:30][CH2:29][CH2:28][O:27][CH2:26][CH2:25][O:24][CH2:23][CH2:22][O:21][CH2:20][CH2:19][O:18][CH2:17][CH2:16][OH:55]. (2) The product is: [C:1]([C:5]1[N:6]=[C:7]([C:13]2[C:14]([CH3:22])=[N:15][N:16]3[CH:21]=[CH:20][CH:19]=[CH:18][C:17]=23)[S:8][C:9]=1[C:10]1[NH:26][CH:28]=[N:32][N:12]=1)([CH3:4])([CH3:3])[CH3:2]. Given the reactants [C:1]([C:5]1[N:6]=[C:7]([C:13]2[C:14]([CH3:22])=[N:15][N:16]3[CH:21]=[CH:20][CH:19]=[CH:18][C:17]=23)[S:8][C:9]=1[C:10]([NH2:12])=O)([CH3:4])([CH3:3])[CH3:2].COC(OC)[N:26]([CH3:28])C.O.[NH2:32]N, predict the reaction product. (3) Given the reactants [NH2:1][C@H:2]([CH2:21][NH2:22])[CH2:3][C:4]([CH3:20])([CH3:19])[CH2:5][CH2:6][C:7]1[CH:18]=[CH:17][C:10]([O:11][CH2:12][C@@H:13]([OH:16])[CH2:14][OH:15])=[CH:9][CH:8]=1.[NH2:23][C:24]1[C:25]([C:32]([NH:34][C:35](=N)SC)=[O:33])=[N:26][C:27]([Cl:31])=[C:28]([NH2:30])[N:29]=1, predict the reaction product. The product is: [OH:16][C@@H:13]([CH2:14][OH:15])[CH2:12][O:11][C:10]1[CH:17]=[CH:18][C:7]([CH2:6][CH2:5][C:4]([CH3:19])([CH3:20])[CH2:3][C@H:2]2[CH2:21][NH:22]/[C:35](=[N:34]/[C:32]([C:25]3[C:24]([NH2:23])=[N:29][C:28]([NH2:30])=[C:27]([Cl:31])[N:26]=3)=[O:33])/[NH:1]2)=[CH:8][CH:9]=1. (4) Given the reactants [CH2:1]([N:4]1[CH2:10][CH2:9][C:8]2[CH:11]=[CH:12][C:13]([C:15](OC)=[O:16])=[CH:14][C:7]=2[CH2:6][CH2:5]1)[CH2:2][CH3:3].[H-].[Al+3].[Li+].[H-].[H-].[H-], predict the reaction product. The product is: [CH2:1]([N:4]1[CH2:10][CH2:9][C:8]2[CH:11]=[CH:12][C:13]([CH2:15][OH:16])=[CH:14][C:7]=2[CH2:6][CH2:5]1)[CH2:2][CH3:3]. (5) Given the reactants [ClH:1].[O:2]1[C:7]2[CH:8]=[CH:9][C:10]([CH2:12][NH:13][CH:14]3[CH2:19][CH2:18][N:17]([CH2:20][CH2:21][N:22]4[C:31]5[C:26](=[CH:27][CH:28]=[C:29]([O:32][CH3:33])[CH:30]=5)[CH:25]=[CH:24][C:23]4=[O:34])[CH2:16][CH2:15]3)=[CH:11][C:6]=2[O:5][CH2:4][CH2:3]1, predict the reaction product. The product is: [ClH:1].[O:2]1[C:7]2[CH:8]=[CH:9][C:10]([CH2:12][NH:13][CH:14]3[CH2:19][CH2:18][N:17]([CH2:20][CH2:21][N:22]4[C:31]5[C:26](=[CH:27][CH:28]=[C:29]([O:32][CH3:33])[CH:30]=5)[CH2:25][CH2:24][C:23]4=[O:34])[CH2:16][CH2:15]3)=[CH:11][C:6]=2[O:5][CH2:4][CH2:3]1.